From a dataset of Full USPTO retrosynthesis dataset with 1.9M reactions from patents (1976-2016). Predict the reactants needed to synthesize the given product. (1) Given the product [CH3:31][C:19]1([CH3:32])[CH:18]([N:15]2[CH2:16][CH2:17][C@H:13]([NH:12][C:3]3[CH:4]=[CH:5][C:6]([S:8]([CH3:11])(=[O:9])=[O:10])=[CH:7][C:2]=3[F:1])[C:14]2=[O:33])[CH2:23][CH2:22][NH:21][CH2:20]1, predict the reactants needed to synthesize it. The reactants are: [F:1][C:2]1[CH:7]=[C:6]([S:8]([CH3:11])(=[O:10])=[O:9])[CH:5]=[CH:4][C:3]=1[NH:12][C@H:13]1[CH2:17][CH2:16][N:15]([CH:18]2[CH2:23][CH2:22][N:21](C(OC(C)(C)C)=O)[CH2:20][C:19]2([CH3:32])[CH3:31])[C:14]1=[O:33].C(O)(C(F)(F)F)=O. (2) Given the product [NH2:23][C:5]1[CH:4]=[CH:3][C:2]([F:1])=[CH:22][C:6]=1[NH:7][C:8]1[S:12][C:11]2[CH:13]=[CH:14][CH:15]=[CH:16][C:10]=2[C:9]=1[C:17]([O:19][CH2:20][CH3:21])=[O:18], predict the reactants needed to synthesize it. The reactants are: [F:1][C:2]1[CH:3]=[CH:4][C:5]([N+:23]([O-])=O)=[C:6]([CH:22]=1)[NH:7][C:8]1[S:12][C:11]2[CH:13]=[CH:14][CH:15]=[CH:16][C:10]=2[C:9]=1[C:17]([O:19][CH2:20][CH3:21])=[O:18].[H][H]. (3) Given the product [Cl:23][C:24]1[CH:31]=[C:30]([Cl:32])[CH:29]=[CH:28][C:25]=1[CH2:26][N:8]1[C:7]2[CH:9]=[C:10]([O:14][CH2:15][CH2:16][CH2:17][C:18]([O:20][CH2:21][CH3:22])=[O:19])[CH:11]=[C:12]([CH3:13])[C:6]=2[N:5]=[C:4]1[S:3][CH2:1][CH3:2], predict the reactants needed to synthesize it. The reactants are: [CH2:1]([S:3][C:4]1[NH:8][C:7]2[CH:9]=[C:10]([O:14][CH2:15][CH2:16][CH2:17][C:18]([O:20][CH2:21][CH3:22])=[O:19])[CH:11]=[C:12]([CH3:13])[C:6]=2[N:5]=1)[CH3:2].[Cl:23][C:24]1[CH:31]=[C:30]([Cl:32])[CH:29]=[CH:28][C:25]=1[CH2:26]Cl.C([O-])([O-])=O.[K+].[K+].O. (4) Given the product [Br:1][C:2]1[CH:9]=[CH:8][C:5]([CH2:6][N:11]2[CH2:16][CH2:15][CH2:14][CH2:13][CH2:12]2)=[C:4]([Cl:10])[CH:3]=1, predict the reactants needed to synthesize it. The reactants are: [Br:1][C:2]1[CH:9]=[CH:8][C:5]([CH:6]=O)=[C:4]([Cl:10])[CH:3]=1.[NH:11]1[CH2:16][CH2:15][CH2:14][CH2:13][CH2:12]1.C(O[BH-](OC(=O)C)OC(=O)C)(=O)C.[Na+]. (5) Given the product [Cl:3][C:24]1[CH2:25][CH2:26][N:21]([S:18]([C:15]2[CH:16]=[CH:17][C:12]([CH3:11])=[CH:13][CH:14]=2)(=[O:20])=[O:19])[CH2:22][C:23]=1[CH:9]=[O:10], predict the reactants needed to synthesize it. The reactants are: O=P(Cl)(Cl)[Cl:3].CN([CH:9]=[O:10])C.[CH3:11][C:12]1[CH:17]=[CH:16][C:15]([S:18]([N:21]2[CH2:26][CH2:25][C:24](=O)[CH2:23][CH2:22]2)(=[O:20])=[O:19])=[CH:14][CH:13]=1. (6) Given the product [F:1][C:2]1[CH:7]=[CH:6][C:5]([CH2:8][CH:9]([NH2:26])[CH:10]([CH3:12])[CH3:11])=[CH:4][C:3]=1[O:14][CH2:15][CH2:16][O:17][CH3:18], predict the reactants needed to synthesize it. The reactants are: [F:1][C:2]1[CH:7]=[CH:6][C:5]([CH2:8][C:9](=O)[CH:10]([CH3:12])[CH3:11])=[CH:4][C:3]=1[O:14][CH2:15][CH2:16][O:17][CH3:18].C([O-])(=O)C.[NH4+].[BH3-]C#[N:26].[Na+].